Dataset: Catalyst prediction with 721,799 reactions and 888 catalyst types from USPTO. Task: Predict which catalyst facilitates the given reaction. (1) Reactant: Cl.Cl.[NH2:3][C@@H:4]1[CH2:8][CH2:7][N:6]([CH2:9][C:10]2[CH:15]=[CH:14][C:13]([Cl:16])=[CH:12][CH:11]=2)[CH2:5]1.[OH-].[Na+]. Product: [NH2:3][C@@H:4]1[CH2:8][CH2:7][N:6]([CH2:9][C:10]2[CH:15]=[CH:14][C:13]([Cl:16])=[CH:12][CH:11]=2)[CH2:5]1. The catalyst class is: 13. (2) Reactant: [Cl:1][C:2]1[C:7]([Cl:8])=[C:6]([C:9]([OH:16])([CH2:14][CH3:15])[C:10]([F:13])([F:12])[F:11])[CH:5]=[CH:4][C:3]=1[C:17]1[S:21][C:20]([C:22]([O:24]CC)=[O:23])=[N:19][C:18]=1[C:27](=[O:33])[N:28]([CH2:31][CH3:32])[CH2:29][CH3:30].[OH-].[K+]. Product: [Cl:1][C:2]1[C:7]([Cl:8])=[C:6]([C:9]([OH:16])([CH2:14][CH3:15])[C:10]([F:13])([F:11])[F:12])[CH:5]=[CH:4][C:3]=1[C:17]1[S:21][C:20]([C:22]([OH:24])=[O:23])=[N:19][C:18]=1[C:27](=[O:33])[N:28]([CH2:29][CH3:30])[CH2:31][CH3:32]. The catalyst class is: 88. (3) Reactant: [CH3:1][NH:2][C:3]([C:5]1[CH:9]=[CH:8][S:7][C:6]=1[CH3:10])=[O:4].[Li]CCCC.C1COCC1.C(#N)[C:22]1[CH:27]=[CH:26][C:25]([O:28][CH3:29])=[CH:24][CH:23]=1. Product: [CH3:29][O:28][C:25]1[CH:26]=[CH:27][C:22]([C:1]2[NH:2][C:3](=[O:4])[C:5]3[CH:9]=[CH:8][S:7][C:6]=3[CH:10]=2)=[CH:23][CH:24]=1. The catalyst class is: 1. (4) Reactant: [C:1]([C:3]1[CH:4]=[C:5]2[N:11]=[C:10]([CH:12]([OH:32])[C:13]3[C:21]([O:22][CH3:23])=[CH:20][C:19]([CH3:24])=[C:18]4[C:14]=3[CH:15]=[CH:16][N:17]4C(OC(C)(C)C)=O)[NH:9][C:6]2=[N:7][CH:8]=1)#[N:2].C([O-])([O-])=O.[Cs+].[Cs+]. Product: [OH:32][CH:12]([C:13]1[C:21]([O:22][CH3:23])=[CH:20][C:19]([CH3:24])=[C:18]2[C:14]=1[CH:15]=[CH:16][NH:17]2)[C:10]1[NH:11][C:5]2[C:6]([N:9]=1)=[N:7][CH:8]=[C:3]([C:1]#[N:2])[CH:4]=2. The catalyst class is: 5. (5) Reactant: C(OC([N:8]1[CH2:12][CH2:11][CH2:10][C@H:9]1[C@H:13]([C:33]1[CH:38]=[CH:37][C:36]([C:39]([F:42])([F:41])[F:40])=[C:35]([F:43])[CH:34]=1)[C:14]([N:16]1[CH2:21][CH2:20][N:19]([C:22]2[C:23]3[C@H:30]([CH3:31])[CH2:29][C@@H:28]([OH:32])[C:24]=3[N:25]=[CH:26][N:27]=2)[CH2:18][CH2:17]1)=[O:15])=O)(C)(C)C.[F:43][C:35]1[CH:34]=[C:33]([C@@H:13]([C@@H:9]2[CH2:10][CH2:11][CH2:12][NH:8]2)[C:14]([N:16]2[CH2:17][CH2:18][N:19]([C:22]3[C:23]4[C@H:30]([CH3:31])[CH2:29][C@@H:28]([OH:32])[C:24]=4[N:25]=[CH:26][N:27]=3)[CH2:20][CH2:21]2)=[O:15])[CH:38]=[CH:37][C:36]=1[C:39]([F:40])([F:42])[F:41].CO.Cl.O1CCOCC1. The catalyst class is: 4. Product: [F:43][C:35]1[CH:34]=[C:33]([C@@H:13]([C@@H:9]2[CH2:10][CH2:11][CH2:12][NH:8]2)[C:14]([N:16]2[CH2:17][CH2:18][N:19]([C:22]3[C:23]4[C@H:30]([CH3:31])[CH2:29][C@@H:28]([OH:32])[C:24]=4[N:25]=[CH:26][N:27]=3)[CH2:20][CH2:21]2)=[O:15])[CH:38]=[CH:37][C:36]=1[C:39]([F:41])([F:40])[F:42]. (6) Reactant: [Br:1][C:2]1[CH:9]=[C:6]([CH:7]=[O:8])[C:5]([OH:10])=[CH:4][CH:3]=1.[Cl:11]Cl. Product: [Cl:11][C:4]1[CH:3]=[C:2]([Br:1])[CH:9]=[C:6]([CH:7]=[O:8])[C:5]=1[OH:10]. The catalyst class is: 15. (7) Reactant: [N+:1]([C:4]1[CH:13]=[CH:12][C:11]2[C:6](=[CH:7][CH:8]=[CH:9][CH:10]=2)[C:5]=1[OH:14])([O-:3])=[O:2].[OH-].[K+].[CH3:17]I. Product: [CH3:17][O:14][C:5]1[C:6]2[C:11](=[CH:10][CH:9]=[CH:8][CH:7]=2)[CH:12]=[CH:13][C:4]=1[N+:1]([O-:3])=[O:2]. The catalyst class is: 21. (8) Reactant: [NH2:1][C:2]1[CH:11]=[C:10]([O:12][CH3:13])[C:9]([O:14][CH2:15][CH2:16][CH2:17][Cl:18])=[CH:8][C:3]=1[C:4](OC)=[O:5].Cl.[CH:20](N)=[NH:21]. Product: [Cl:18][CH2:17][CH2:16][CH2:15][O:14][C:9]1[CH:8]=[C:3]2[C:2](=[CH:11][C:10]=1[O:12][CH3:13])[N:1]=[CH:20][N:21]=[C:4]2[OH:5]. The catalyst class is: 25.